This data is from Reaction yield outcomes from USPTO patents with 853,638 reactions. The task is: Predict the reaction yield, written as a fraction of the theoretical maximum amount of product (1.0 means a 100% yield; for example, 0.34 means a 34% yield). (1) The product is [O:28]1[C:27]2[CH:32]=[CH:33][C:24]([NH:21][C:22]([NH:1][CH2:2][C:3]3[CH:4]=[C:5]4[C:9](=[CH:10][CH:11]=3)[C:8](=[O:12])[N:7]([CH:13]3[CH2:18][CH2:17][C:16](=[O:19])[NH:15][C:14]3=[O:20])[CH2:6]4)=[O:23])=[CH:25][C:26]=2[O:31][CH2:30][CH2:29]1. The catalyst is C(#N)C. The yield is 0.910. The reactants are [NH2:1][CH2:2][C:3]1[CH:4]=[C:5]2[C:9](=[CH:10][CH:11]=1)[C:8](=[O:12])[N:7]([CH:13]1[CH2:18][CH2:17][C:16](=[O:19])[NH:15][C:14]1=[O:20])[CH2:6]2.[N:21]([C:24]1[CH:33]=[CH:32][C:27]2[O:28][CH2:29][CH2:30][O:31][C:26]=2[CH:25]=1)=[C:22]=[O:23].C(N(CC)CC)C.Cl. (2) The yield is 0.920. The catalyst is CN(C)C=O. The reactants are [CH2:1]([O:3][C:4]([C:6]1[C:15](=[O:16])[C:14]2[C:9](=[CH:10][C:11]([F:18])=[C:12]([I:17])[CH:13]=2)[N:8]([C@H:19]([CH2:23][OH:24])[CH:20]([CH3:22])[CH3:21])[CH:7]=1)=[O:5])[CH3:2].N1C=CN=C1.[Si:30](Cl)([C:33]([CH3:36])([CH3:35])[CH3:34])([CH3:32])[CH3:31].O. The product is [CH2:1]([O:3][C:4]([C:6]1[C:15](=[O:16])[C:14]2[C:9](=[CH:10][C:11]([F:18])=[C:12]([I:17])[CH:13]=2)[N:8]([C@H:19]([CH2:23][O:24][Si:30]([C:33]([CH3:36])([CH3:35])[CH3:34])([CH3:32])[CH3:31])[CH:20]([CH3:21])[CH3:22])[CH:7]=1)=[O:5])[CH3:2]. (3) The reactants are Cl[C:2]1[CH:3]=[C:4]2[CH:10]=[C:9]([CH:11]3[CH2:14][CH2:13][CH2:12]3)[NH:8][C:5]2=[CH:6][N:7]=1.[NH3:15].O. The catalyst is CCO. The product is [CH:11]1([C:9]2[NH:8][C:5]3=[CH:6][N:7]=[C:2]([NH2:15])[CH:3]=[C:4]3[CH:10]=2)[CH2:14][CH2:13][CH2:12]1. The yield is 0.220. (4) The reactants are [Cl:1][C:2]1[CH:13]=[CH:12][C:5]([CH2:6][CH:7]([C:10]#[N:11])[C:8]#[N:9])=[CH:4][CH:3]=1.[H-].[Na+].[H][H].[Cl:18][C:19]([CH2:21]Cl)=[CH2:20].Cl. The catalyst is CN(C)C=O. The product is [Cl:1][C:2]1[CH:3]=[CH:4][C:5]([CH2:6][C:7]([CH2:21][C:19]([Cl:18])=[CH2:20])([C:8]#[N:9])[C:10]#[N:11])=[CH:12][CH:13]=1. The yield is 0.270.